Task: Predict the reactants needed to synthesize the given product.. Dataset: Full USPTO retrosynthesis dataset with 1.9M reactions from patents (1976-2016) (1) Given the product [CH3:1][C:2]1[C:7]([N:8]2[C:17](=[O:18])[C:16]3[C:11](=[CH:12][CH:13]=[CH:14][CH:15]=3)[N:10]=[CH:9]2)=[CH:6][CH:5]=[CH:4][C:3]=1[C:19]1[CH:27]=[CH:26][C:25]([C:28]([NH2:30])=[O:29])=[C:24]2[C:20]=1[C:21]1[CH2:34][NH:33][CH2:32][CH2:31][C:22]=1[NH:23]2, predict the reactants needed to synthesize it. The reactants are: [CH3:1][C:2]1[C:7]([N:8]2[C:17](=[O:18])[C:16]3[C:11](=[CH:12][CH:13]=[CH:14][CH:15]=3)[N:10]=[CH:9]2)=[CH:6][CH:5]=[CH:4][C:3]=1[C:19]1[CH:27]=[CH:26][C:25]([C:28]([NH2:30])=[O:29])=[C:24]2[C:20]=1[C:21]1[CH2:34][N:33](C(C3C=CC=CC=3)(C3C=CC=CC=3)C3C=CC=CC=3)[CH2:32][CH2:31][C:22]=1[NH:23]2.CCOC(C)=O.Cl. (2) The reactants are: [NH2:1][C:2]1[CH:7]=[C:6]([O:8][C:9]2[CH:14]=[CH:13][C:12]([NH:15][C:16]([C:18]3[C:19](=[O:31])[N:20]([C:25]4[CH:30]=[CH:29][CH:28]=[CH:27][CH:26]=4)[N:21]([CH3:24])[C:22]=3[CH3:23])=[O:17])=[C:11]([Cl:32])[CH:10]=2)[CH:5]=[CH:4][N:3]=1.CCN(CC)CC.[C:40](Cl)(=O)[O:41]C1C=CC=CC=1.[NH:50]1[CH2:55][CH2:54][O:53][CH2:52][CH2:51]1. Given the product [Cl:32][C:11]1[CH:10]=[C:9]([CH:14]=[CH:13][C:12]=1[NH:15][C:16]([C:18]1[C:19](=[O:31])[N:20]([C:25]2[CH:26]=[CH:27][CH:28]=[CH:29][CH:30]=2)[N:21]([CH3:24])[C:22]=1[CH3:23])=[O:17])[O:8][C:6]1[CH:5]=[CH:4][N:3]=[C:2]([NH:1][C:40]([N:50]2[CH2:55][CH2:54][O:53][CH2:52][CH2:51]2)=[O:41])[CH:7]=1, predict the reactants needed to synthesize it. (3) Given the product [Cl:16][C:17]1[CH:22]=[C:21]([O:27][C:6]2[CH:7]=[C:8]([C:12]([O:14][CH3:15])=[O:13])[C:9]3[C:4]([CH:5]=2)=[CH:3][CH:2]=[CH:11][CH:10]=3)[CH:20]=[CH:19][N:18]=1, predict the reactants needed to synthesize it. The reactants are: O[C:2]1[CH:3]=[C:4]2[C:9](=[CH:10][CH:11]=1)[C:8]([C:12]([O:14][CH3:15])=[O:13])=[CH:7][CH:6]=[CH:5]2.[Cl:16][C:17]1[CH:22]=[C:21]([N+]([O-])=O)[CH:20]=[CH:19][N:18]=1.C(=O)([O-])[O-:27].[K+].[K+].O. (4) Given the product [N:30]([C@H:11]1[C@@H:10]([CH2:9][F:8])[CH2:14][N:13]([C@@H:15]([C:17]2[CH:22]=[CH:21][CH:20]=[CH:19][CH:18]=2)[CH3:16])[C:12]1=[O:23])=[N+:31]=[N-:32], predict the reactants needed to synthesize it. The reactants are: C(N(CC)CC)C.[F:8][CH2:9][C@H:10]1[CH2:14][N:13]([C@@H:15]([C:17]2[CH:22]=[CH:21][CH:20]=[CH:19][CH:18]=2)[CH3:16])[C:12](=[O:23])[C@@H:11]1O.CS(Cl)(=O)=O.[N-:30]=[N+:31]=[N-:32].[Na+]. (5) Given the product [CH:1]1([CH2:6][C@H:7]([CH2:38][N:39]([CH:48]=[O:49])[OH:40])[C:8]([N:10]2[C@H:14]([C:15]([NH:17][C:18]3[CH:23]=[CH:22][N:21]=[C:20]([CH2:24][N:25]([CH3:26])[CH3:27])[N:19]=3)=[O:16])[CH2:13][CH2:12][NH:11]2)=[O:9])[CH2:2][CH2:3][CH2:4][CH2:5]1, predict the reactants needed to synthesize it. The reactants are: [CH:1]1([CH2:6][C@H:7]([CH2:38][N:39]([CH:48]=[O:49])[O:40]CC2C=CC=CC=2)[C:8]([N:10]2[C@H:14]([C:15]([NH:17][C:18]3[CH:23]=[CH:22][N:21]=[C:20]([CH2:24][N:25]([CH3:27])[CH3:26])[N:19]=3)=[O:16])[CH2:13][CH2:12][N:11]2C(OCC2C=CC=CC=2)=O)=[O:9])[CH2:5][CH2:4][CH2:3][CH2:2]1. (6) Given the product [Br:1][C:11]1[C:12]([CH3:21])=[C:13]([CH3:20])[C:14]2[O:18][CH2:17][C:16](=[O:19])[C:15]=2[C:10]=1[CH3:9], predict the reactants needed to synthesize it. The reactants are: [Br:1]N1C(=O)CCC1=O.[CH3:9][C:10]1[C:15]2[C:16](=[O:19])[CH2:17][O:18][C:14]=2[C:13]([CH3:20])=[C:12]([CH3:21])[CH:11]=1. (7) Given the product [Cl:1][C:2]1[CH:28]=[CH:27][C:5]([CH2:6][NH:7][C:8]([C:10]2[C:11](=[O:26])[C:12]3[CH:18]=[C:17]([CH2:19][N:20]4[CH2:21][CH2:22][O:23][CH2:24][CH2:25]4)[S:16][C:13]=3[N:14]([CH2:49][CH2:50][N:51]3[CH2:55][CH2:54][CH2:53][CH2:52]3)[CH:15]=2)=[O:9])=[CH:4][CH:3]=1, predict the reactants needed to synthesize it. The reactants are: [Cl:1][C:2]1[CH:28]=[CH:27][C:5]([CH2:6][NH:7][C:8]([C:10]2[C:11]([OH:26])=[C:12]3[CH:18]=[C:17]([CH2:19][N:20]4[CH2:25][CH2:24][O:23][CH2:22][CH2:21]4)[S:16][C:13]3=[N:14][CH:15]=2)=[O:9])=[CH:4][CH:3]=1.C1(P(C2C=CC=CC=2)C2C=CC=CC=2)C=CC=CC=1.O[CH2:49][CH2:50][N:51]1[CH2:55][CH2:54][CH2:53][CH2:52]1.[OH-].[Na+]. (8) Given the product [N:1]1[C:10]2[C:5](=[CH:6][C:7]([CH:11]([CH3:15])[C:12]([NH:17][NH2:18])=[O:13])=[CH:8][CH:9]=2)[CH:4]=[CH:3][CH:2]=1, predict the reactants needed to synthesize it. The reactants are: [N:1]1[C:10]2[C:5](=[CH:6][C:7]([CH:11]([CH3:15])[C:12](O)=[O:13])=[CH:8][CH:9]=2)[CH:4]=[CH:3][CH:2]=1.O.[NH2:17][NH2:18].